This data is from Full USPTO retrosynthesis dataset with 1.9M reactions from patents (1976-2016). The task is: Predict the reactants needed to synthesize the given product. (1) The reactants are: Br[CH2:2][C:3]1[N:7]([CH2:8][CH3:9])[N:6]([CH:10]2[CH2:15][CH2:14][CH2:13][CH2:12][CH2:11]2)[C:5](=[O:16])[C:4]=1[Cl:17].[C:18]1([C:24]2([C:30]#[N:31])[CH2:29][CH2:28][NH:27][CH2:26][CH2:25]2)[CH:23]=[CH:22][CH:21]=[CH:20][CH:19]=1.C(=O)([O-])[O-].[K+].[K+]. Given the product [Cl:17][C:4]1[C:5](=[O:16])[N:6]([CH:10]2[CH2:15][CH2:14][CH2:13][CH2:12][CH2:11]2)[N:7]([CH2:8][CH3:9])[C:3]=1[CH2:2][N:27]1[CH2:26][CH2:25][C:24]([C:18]2[CH:23]=[CH:22][CH:21]=[CH:20][CH:19]=2)([C:30]#[N:31])[CH2:29][CH2:28]1, predict the reactants needed to synthesize it. (2) The reactants are: [Br:1][C:2]1[CH:3]=[C:4]([S:9]([NH2:12])(=[O:11])=[O:10])[CH:5]=[N:6][C:7]=1Cl.[CH:13]1([NH2:19])[CH2:18][CH2:17][CH2:16][CH2:15][CH2:14]1. Given the product [Br:1][C:2]1[CH:3]=[C:4]([S:9]([NH2:12])(=[O:11])=[O:10])[CH:5]=[N:6][C:7]=1[NH:19][CH:13]1[CH2:18][CH2:17][CH2:16][CH2:15][CH2:14]1, predict the reactants needed to synthesize it.